From a dataset of Catalyst prediction with 721,799 reactions and 888 catalyst types from USPTO. Predict which catalyst facilitates the given reaction. (1) Reactant: [CH2:1]([C:5]1([N:26]([CH3:28])[CH3:27])[CH2:10][CH2:9][C:8]([C:11]2[NH:12][C:13]3[C:18]([C:19]=2[CH3:20])=[CH:17][C:16]([O:21][C:22]([F:25])([F:24])[F:23])=[CH:15][CH:14]=3)=[CH:7][CH2:6]1)[CH2:2][CH2:3][CH3:4]. Product: [CH2:1]([C:5]1([N:26]([CH3:28])[CH3:27])[CH2:6][CH2:7][CH:8]([C:11]2[NH:12][C:13]3[C:18]([C:19]=2[CH3:20])=[CH:17][C:16]([O:21][C:22]([F:25])([F:23])[F:24])=[CH:15][CH:14]=3)[CH2:9][CH2:10]1)[CH2:2][CH2:3][CH3:4]. The catalyst class is: 29. (2) Reactant: [CH2:1]([O:3][C:4]([N:6]1[C:15]2[C:10](=[N:11][C:12]([O:16][CH3:17])=[CH:13][CH:14]=2)[C@@H:9]([NH:18][C:19]2[N:24]=[C:23]([CH2:25][C:26]3[CH:31]=[C:30]([C:32]([F:35])([F:34])[F:33])[CH:29]=[C:28]([C:36]([F:39])([F:38])[F:37])[CH:27]=3)[C:22]([CH2:40]O)=[CH:21][N:20]=2)[CH2:8][C@H:7]1[CH2:42][CH3:43])=[O:5])[CH3:2].C1(P(C2C=CC=CC=2)C2C=CC=CC=2)C=CC=CC=1.C(Br)(Br)(Br)[Br:64].C(=O)([O-])O.[Na+]. Product: [CH2:1]([O:3][C:4]([N:6]1[C:15]2[C:10](=[N:11][C:12]([O:16][CH3:17])=[CH:13][CH:14]=2)[C@@H:9]([NH:18][C:19]2[N:24]=[C:23]([CH2:25][C:26]3[CH:31]=[C:30]([C:32]([F:35])([F:34])[F:33])[CH:29]=[C:28]([C:36]([F:39])([F:38])[F:37])[CH:27]=3)[C:22]([CH2:40][Br:64])=[CH:21][N:20]=2)[CH2:8][C@H:7]1[CH2:42][CH3:43])=[O:5])[CH3:2]. The catalyst class is: 2. (3) Reactant: [CH:1]1([N:6]2[CH2:12][C:11]([F:14])([F:13])[C:10](=[O:15])[N:9]([CH3:16])[C:8]3[CH:17]=[N:18][C:19]([NH:21][C:22]4[CH:30]=[CH:29][C:25]([C:26]([OH:28])=O)=[CH:24][C:23]=4[O:31][CH3:32])=[N:20][C:7]2=3)[CH2:5][CH2:4][CH2:3][CH2:2]1.C([N:35](C(C)C)C(C)C)C.[N:42]1[CH:47]=[CH:46][C:45](N)=[CH:44][CH:43]=1. Product: [CH:1]1([N:6]2[CH2:12][C:11]([F:13])([F:14])[C:10](=[O:15])[N:9]([CH3:16])[C:8]3[CH:17]=[N:18][C:19]([NH:21][C:22]4[CH:30]=[CH:29][C:25]([C:26]([NH:35][C:44]5[CH:43]=[N:42][CH:47]=[CH:46][CH:45]=5)=[O:28])=[CH:24][C:23]=4[O:31][CH3:32])=[N:20][C:7]2=3)[CH2:5][CH2:4][CH2:3][CH2:2]1. The catalyst class is: 4. (4) Reactant: O.[CH2:2]([CH:14]1[CH2:19][CH2:18][CH:17](O)[CH2:16][CH2:15]1)[CH2:3][CH2:4][CH2:5][CH2:6][CH2:7][CH2:8][CH2:9][CH2:10][CH2:11][CH2:12][CH3:13].S([O-])(O)(=O)=O.[K+]. Product: [CH2:2]([CH:14]1[CH2:19][CH2:18][CH:17]=[CH:16][CH2:15]1)[CH2:3][CH2:4][CH2:5][CH2:6][CH2:7][CH2:8][CH2:9][CH2:10][CH2:11][CH2:12][CH3:13]. The catalyst class is: 113. (5) Product: [Br:1][C:2]1[CH:7]=[CH:6][C:5]([N+:8]([O-:10])=[O:9])=[CH:4][C:3]=1[NH:11][NH2:12]. The catalyst class is: 6. Reactant: [Br:1][C:2]1[CH:7]=[CH:6][C:5]([N+:8]([O-:10])=[O:9])=[CH:4][C:3]=1[NH2:11].[N:12]([O-])=O.[Na+].Cl[Sn]Cl.Cl. (6) Reactant: [Cl:1][C:2]1[CH:9]=[CH:8][C:5]([CH:6]=O)=[C:4]([F:10])[C:3]=1[I:11].[NH2:12][OH:13]. Product: [Cl:1][C:2]1[CH:9]=[CH:8][C:5]([CH:6]=[N:12][OH:13])=[C:4]([F:10])[C:3]=1[I:11]. The catalyst class is: 8.